The task is: Predict which catalyst facilitates the given reaction.. This data is from Catalyst prediction with 721,799 reactions and 888 catalyst types from USPTO. (1) Reactant: [C:1]([NH:9][CH2:10][C:11]1[N:12]=[C:13]([N:16]2[CH2:19][CH:18]([O:20][Si](C(C)(C)C)(C3C=CC=CC=3)C3C=CC=CC=3)[CH2:17]2)[S:14][CH:15]=1)(=[O:8])[C:2]1[CH:7]=[CH:6][CH:5]=[CH:4][CH:3]=1.[F-].C([N+](CCCC)(CCCC)CCCC)CCC. Product: [C:1]([NH:9][CH2:10][C:11]1[N:12]=[C:13]([N:16]2[CH2:17][CH:18]([OH:20])[CH2:19]2)[S:14][CH:15]=1)(=[O:8])[C:2]1[CH:3]=[CH:4][CH:5]=[CH:6][CH:7]=1. The catalyst class is: 7. (2) Reactant: [CH3:1][C:2]1[N:3]=[CH:4][NH:5][CH:6]=1.[H-].[Na+].Cl[C:10]1[N:15]=[C:14]([C:16]2[CH:17]=[N:18][N:19]([CH2:21][O:22][CH2:23][CH2:24][Si:25]([CH3:28])([CH3:27])[CH3:26])[CH:20]=2)[N:13]2[CH:29]=[CH:30][N:31]=[C:12]2[CH:11]=1. Product: [CH3:1][C:2]1[N:3]=[CH:4][N:5]([C:10]2[N:15]=[C:14]([C:16]3[CH:17]=[N:18][N:19]([CH2:21][O:22][CH2:23][CH2:24][Si:25]([CH3:26])([CH3:27])[CH3:28])[CH:20]=3)[N:13]3[CH:29]=[CH:30][N:31]=[C:12]3[CH:11]=2)[CH:6]=1. The catalyst class is: 9. (3) Reactant: [CH2:1]([O:8][C@@H:9]1[C@@H:14]([O:15][CH2:16][C:17]2[CH:22]=[CH:21][CH:20]=[CH:19][CH:18]=2)[C@@H:13]([O:23][CH2:24][C:25]2[CH:30]=[CH:29][CH:28]=[CH:27][CH:26]=2)[C@@H:12]([CH2:31][O:32][CH2:33][C:34]2[CH:39]=[CH:38][CH:37]=[CH:36][CH:35]=2)[O:11][C@@:10]21[C:51]1[S:50][C:49]3[C:44](=[CH:45][CH:46]=[CH:47][C:48]=3[CH2:52]O)[C:43]=1[CH2:42][CH2:41][O:40]2)[C:2]1[CH:7]=[CH:6][CH:5]=[CH:4][CH:3]=1.C(Cl)(Cl)(Cl)[Cl:55].C1(P(C2C=CC=CC=2)C2C=CC=CC=2)C=CC=CC=1. Product: [CH2:1]([O:8][C@@H:9]1[C@@H:14]([O:15][CH2:16][C:17]2[CH:22]=[CH:21][CH:20]=[CH:19][CH:18]=2)[C@@H:13]([O:23][CH2:24][C:25]2[CH:30]=[CH:29][CH:28]=[CH:27][CH:26]=2)[C@@H:12]([CH2:31][O:32][CH2:33][C:34]2[CH:39]=[CH:38][CH:37]=[CH:36][CH:35]=2)[O:11][C@@:10]21[C:51]1[S:50][C:49]3[C:44](=[CH:45][CH:46]=[CH:47][C:48]=3[CH2:52][Cl:55])[C:43]=1[CH2:42][CH2:41][O:40]2)[C:2]1[CH:7]=[CH:6][CH:5]=[CH:4][CH:3]=1. The catalyst class is: 4. (4) Reactant: CC(C)([O-])C.[Na+].CN([C:10]1[C:15]([C:10]2[C:15](P(C3CCCCC3)C3CCCCC3)=[CH:14][CH:13]=[CH:12][CH:11]=2)=[CH:14][CH:13]=[CH:12][CH:11]=1)C.[NH2:35][C@H:36]1[C:45]2[C:40](=[CH:41][CH:42]=[CH:43][CH:44]=2)[N:39]([C:46](=[O:48])[CH3:47])[C@@H:38]([CH2:49][C:50]([F:53])([F:52])[F:51])[C@@H:37]1[CH3:54].BrC1C=CC=CC=1. Product: [CH3:54][C@@H:37]1[C@@H:36]([NH:35][C:10]2[CH:15]=[CH:14][CH:13]=[CH:12][CH:11]=2)[C:45]2[C:40](=[CH:41][CH:42]=[CH:43][CH:44]=2)[N:39]([C:46](=[O:48])[CH3:47])[C@H:38]1[CH2:49][C:50]([F:53])([F:51])[F:52]. The catalyst class is: 102. (5) Reactant: [CH3:1][C:2]([S@@:5]([NH2:7])=[O:6])([CH3:4])[CH3:3].[Br:8][C:9]1[CH:16]=[CH:15][C:12]([CH:13]=O)=[C:11]([F:17])[CH:10]=1.C1(C)C=CC(S([O-])(=O)=O)=CC=1.[NH+]1C=CC=CC=1.S([O-])([O-])(=O)=O.[Mg+2]. Product: [Br:8][C:9]1[CH:16]=[CH:15][C:12](/[CH:13]=[N:7]/[S@:5]([C:2]([CH3:4])([CH3:3])[CH3:1])=[O:6])=[C:11]([F:17])[CH:10]=1. The catalyst class is: 2. (6) Reactant: [Na].Cl[CH2:3][CH2:4][CH2:5][S:6]([NH:9][C:10]1[N:14]=[C:13]([C@H:15]([CH2:24][CH2:25][CH2:26][CH:27]2[CH2:32][CH2:31][CH2:30][CH2:29][CH2:28]2)[CH2:16][C:17]([O:19]C(C)(C)C)=[O:18])[O:12][N:11]=1)(=[O:8])=[O:7]. Product: [CH:27]1([CH2:26][CH2:25][CH2:24][C@@H:15]([C:13]2[O:12][N:11]=[C:10]([N:9]3[CH2:3][CH2:4][CH2:5][S:6]3(=[O:8])=[O:7])[N:14]=2)[CH2:16][C:17]([OH:19])=[O:18])[CH2:32][CH2:31][CH2:30][CH2:29][CH2:28]1. The catalyst class is: 5.